From a dataset of Experimentally validated miRNA-target interactions with 360,000+ pairs, plus equal number of negative samples. Binary Classification. Given a miRNA mature sequence and a target amino acid sequence, predict their likelihood of interaction. (1) The miRNA is hsa-miR-6872-3p with sequence CCCAUGCCUCCUGCCGCGGUC. The protein sequence of the target gene is MPPGGGGPMKDCEYSQISTHSSSPMESPHKKKKIAARRKWEVFPGRNKFFCNGRIMMARQTGVFYLTLVLILVTSGLFFAFDCPYLAVKITPAIPAVAGILFFFVMGTLLRTSFSDPGVLPRATPDEAADLERQIDIANGTSSGGYRPPPRTKEVIINGQTVKLKYCFTCKIFRPPRASHCSLCDNCVERFDHHCPWVGNCVGKRNYRFFYMFILSLSFLTVFIFAFVITHVILRSQQTGFLNALKDSPASVLEAVVCFFSVWSIVGLSGFHTYLISSNQTTNEDIKGSWSNKRGKENYN.... Result: 1 (interaction). (2) The miRNA is hsa-miR-2276-5p with sequence GCCCUCUGUCACCUUGCAGACG. The protein sequence of the target gene is MSMLAERRRKQKWAVDPQNTAWSNDDSKFGQRMLEKMGWSKGKGLGAQEQGATDHIKVQVKNNHLGLGATINNEDNWIAHQDDFNQLLAELNTCHGQETTDSSDKKEKKSFSLEEKSKISKNRVHYMKFTKGKDLSSRSKTDLDCIFGKRQSKKTPEGDASPSTPEENETTTTSAFTIQEYFAKRMAALKNKPQVPVPGSDISETQVERKRGKKRNKEATGKDVESYLQPKAKRHTEGKPERAEAQERVAKKKSAPAEEQLRGPCWDQSSKASAQDAGDHVQPPEGRDFTLKPKKRRGKK.... Result: 1 (interaction). (3) Result: 0 (no interaction). The miRNA is mmu-miR-509-3p with sequence UGAUUGACAUUUCUGUAAUGG. The protein sequence of the target gene is MQFVSTRPQPQQLGIQGLGLDSGSWSWAQALPPEEVCHQEPALRGEMAEGMPPMQAQEWDMDARRPMPFQFPPFPDRAPVFPDRMMREPQLPTAEISLWTVVAAIQAVERKVDAQASQLLNLEGRTGTAEKKLADCEKTAVEFGNHMESKWAVLGTLLQEYGLLQRRLENLENLLRNRNFWVLRLPPGSKGEAPKVPVTFVDIAVYFSEDEWKNLDEWQKELYNNLVKENYKTLMSLDAEGSVPKPDAPVQAEPREEPCVWEQRHPEEREIPMDPEAGAEPLVPAQDASSQVKREDTLCV.... (4) The miRNA is hsa-miR-548ay-3p with sequence CAAAACCGCGAUUACUCUUGCA. The protein sequence of the target gene is MPRSFLVKKHFNASKKPNYSELDTHTVIISPYLYESYPIPVIPKPEILTSGAYSPITVWTSSAAPLHSPLPSGLSPLTGYSSSLGRVSPPPSSDTSSKDHSGSESPISDEEERLQPKLSDPHAIEAEKFQCNLCNKTYSTFSGLAKHKQLHCDAQSRKSFSCKYCDKEYVSLGALKMHIRTHTLPCVCKICGKAFSRPWLLQGHIRTHTGEKPFSCPHCNRAFADRSNLRAHLQTHSDVKKYQCKNCSKTFSRMSLLHKHEESGCCVAH. Result: 0 (no interaction). (5) The miRNA is hsa-miR-193b-3p with sequence AACUGGCCCUCAAAGUCCCGCU. The protein sequence of the target gene is MEAAVAPGRDAPAPAASQPSGCGKHNSPERKVYMDYNATTPLEPEVIQAMTKAMWEAWGNPSSPYSAGRKAKDIINAARESLAKMIGGKPQDIIFTSGGTESNNLVIHSVVKHFHANQTSKGHTGGHHSPVKGAKPHFITSSVEHDSIRLPLEHLVEEQVAAVTFVPVSKVSGQAEVDDILAAVRPTTRLVTIMLANNETGIVMPVPEISQRIKALNQERVAAGLPPILVHTDAAQALGKQRVDVEDLGVDFLTIVGHKFYGPRIGALYIRGLGEFTPLYPMLFGGGQERNFRPGTENTP.... Result: 1 (interaction). (6) The miRNA is hsa-miR-1976 with sequence CCUCCUGCCCUCCUUGCUGU. The protein sequence of the target gene is MAEPRRVAFISLSPVRRREAEYPGPEREPEYPREPPRLEPQPYREPARAEPPAPREPAPRSDAQPPSREKPLPQREVSRAEPPMSLQREPPRPEPPPPFPPLPLQPPPPRESASRAEQPPRPPRETVRLELVLKDPTDESCVEFSYPELLLCGEQRKKLIHTEDPFNDEHQERQEVEMLAKKFEMKYGGKPRKHRKDRLQDLIDIGFGYDETDPFIDNSEAYDELVPASLTTKYGGFYINTGTLQFRQASDTEEDDITDNQKHKPPKVPKIKEDDIEMKKRKRKEEGEKEKKPRKKVPKQ.... Result: 1 (interaction). (7) The miRNA is hsa-miR-4428 with sequence CAAGGAGACGGGAACAUGGAGC. The protein sequence of the target gene is MVQLAPAAAMDEVTFRSDTVLSDVHLYTPNHRHLMVRLNSVGQPVFLSQFKLLWSQDSWTDSGAKGGSHRDVHTKEPPSAETGSTGSPPGSGHGNEGFSLQAGTDTTGQEVAEAQLDEDGDLDVVRRPRAASDSNPAGPLRDKVHPMILAQEEDDVLGEEAQGSPHDIIRIEHTMATPLEDVGKQVWRGALLLADYILFRQDLFRGCTALELGAGTGLASIIAATMARTVYCTDVGADLLSMCQRNIALNSHLAATGGGIVRVKELDWLKDDLCTDPKVPFSWSQEEISDLYDHTTILFA.... Result: 1 (interaction). (8) The miRNA is hsa-miR-6879-3p with sequence UGUCACCCGCUCCUUGCCCAG. The protein sequence of the target gene is MASNHPAFSFHQKQVLRQELTQIQSSLNSGGGGGGGGGGGGKSAPGPSGALPTCSACHKMAPRTETPVSSISNSLENALHTSAHSTEESLPKRPLGKHGKVSVEKIDLKGLSHTKNDRSVECSFEVLWSDSSITSVTKSSSEVTEFISKLSQLCPEENLDKLIPCLAGPDSFYVERNHVDLEAGLRFLASAPSHTLKHDHVRKFFSSSSPSQQLQSPSPGNPSLPKVGAVMGVSGRPVCGVAGIPSSQSSAQHHLQHSASTSASLPHCSHTGGTGSALAYRTQVDNSPTILMPSSLQTPQ.... Result: 0 (no interaction). (9) The protein sequence of the target gene is MPLKWKTSSPAIWKFPVPVLKTSRSTPLSPAYISLVEEEDQHMKLSLGGSEMGLSSHLQSSKAGPTRIFTSNTHSSVVLQGFDQLRLEGLLCDVTLMPGDTDDAFPVHRVMMASASDYFKAMFTGGMKEQDLMCIKLHGVSKVGLRKIIDFIYTAKLSLNMDNLQDTLEAASFLQILPVLDFCKVFLISGVTLDNCVEVGRIANTYNLTEVDKYVNSFVLKNFPALLSTGEFLKLPFERLAFVLSSNSLKHCTELELFKATCRWLRLEEPRMDFAAKLMKNIRFPLMTPQELINYVQTVD.... The miRNA is hsa-miR-4718 with sequence AGCUGUACCUGAAACCAAGCA. Result: 0 (no interaction). (10) The miRNA is hsa-miR-4801 with sequence UACACAAGAAAACCAAGGCUCA. The protein sequence of the target gene is MGCWGRNRGRLLCMLLLTFMFMVLEVVVSRVTASLAMLSDSFHMLSDVLALVVALVAERFARRTHATQKNTFGWIRAEVMGALVNAIFLTGLCFAILLEAVERFIEPHEMQQPLVVLSVGVAGLLVNVLGLCLFHHHSGEGQGAGHGHSHGHGHGHLAKGARKAGRAGVEAGAPPGRAPDQEETNTLVANTSNSNGLKADQAEPEKLRSDDPVDVQVNGNLIQESDNLEAEDNRAGQLNMRGVFLHVLGDALGSVIVVVNALVFYFNWKGCTEDDFCTNPCFPDPCKSSVEIINSTQAPM.... Result: 0 (no interaction).